From a dataset of Full USPTO retrosynthesis dataset with 1.9M reactions from patents (1976-2016). Predict the reactants needed to synthesize the given product. (1) Given the product [CH3:1][O:2][C:3]1[CH:4]=[C:5]([CH3:13])[C:6]2[CH2:10][CH:9]([C:11]([OH:16])=[O:14])[C:7]=2[CH:8]=1, predict the reactants needed to synthesize it. The reactants are: [CH3:1][O:2][C:3]1[CH:4]=[C:5]([CH3:13])[C:6]2[CH2:10][CH:9]([C:11]#N)[C:7]=2[CH:8]=1.[OH-:14].[K+].[OH2:16]. (2) Given the product [CH2:1]([O:3][C:4]([C@H:6]1[C@@H:11]([NH2:12])[CH2:10][CH2:9][N:8]([CH2:23][CH2:24][O:25][C:26]2[CH:35]=[N:34][C:33]3[C:28](=[CH:29][C:30]([O:36][CH3:37])=[CH:31][CH:32]=3)[N:27]=2)[CH2:7]1)=[O:5])[CH3:2], predict the reactants needed to synthesize it. The reactants are: [CH2:1]([O:3][C:4]([C@H:6]1[C@@H:11]([NH:12]C(OCC2C=CC=CC=2)=O)[CH2:10][CH2:9][N:8]([CH2:23][CH2:24][O:25][C:26]2[CH:35]=[N:34][C:33]3[C:28](=[CH:29][C:30]([O:36][CH3:37])=[CH:31][CH:32]=3)[N:27]=2)[CH2:7]1)=[O:5])[CH3:2]. (3) The reactants are: [OH:1][C:2]1[CH:3]=[CH:4][C:5]2[N:9]=[C:8]([NH:10][C:11]([NH:13][CH2:14][C:15]3[CH:20]=[CH:19][CH:18]=[CH:17][N:16]=3)=[O:12])[NH:7][C:6]=2[CH:21]=1.[F:22][C:23]1[CH:28]=[CH:27][CH:26]=[C:25]([F:29])[C:24]=1[S:30](Cl)(=[O:32])=[O:31].C(N(CC)CC)C.C[C:42]([CH3:44])=[O:43]. Given the product [N:16]1[CH:17]=[CH:18][CH:19]=[CH:20][C:15]=1[CH2:14][NH:13][C:11](=[O:12])[NH:10][C:8]1[NH:7][C:6]2[CH:21]=[C:2]([O:1][S:30]([C:24]3[C:25]([F:29])=[CH:26][CH:27]=[CH:28][C:23]=3[F:22])(=[O:32])=[O:31])[CH:3]=[CH:4][C:5]=2[N:9]=1.[C:42]([OH:31])(=[O:43])[C:44]1[CH:4]=[CH:3][CH:2]=[CH:21][CH:6]=1, predict the reactants needed to synthesize it. (4) Given the product [Cl:1][C:2]1[CH:7]=[CH:6][C:5]([CH:8]([C:21]2[CH:22]=[CH:23][C:24]([F:27])=[CH:25][CH:26]=2)[C:9]2[C:17]3[C:12](=[C:13]([CH2:18][S:19]([CH3:20])=[O:40])[CH:14]=[CH:15][CH:16]=3)[NH:11][CH:10]=2)=[C:4]([CH3:28])[CH:3]=1, predict the reactants needed to synthesize it. The reactants are: [Cl:1][C:2]1[CH:7]=[CH:6][C:5]([CH:8]([C:21]2[CH:26]=[CH:25][C:24]([F:27])=[CH:23][CH:22]=2)[C:9]2[C:17]3[C:12](=[C:13]([CH2:18][S:19][CH3:20])[CH:14]=[CH:15][CH:16]=3)[NH:11][CH:10]=2)=[C:4]([CH3:28])[CH:3]=1.ClCCl.ClC1C=CC=C(C(OO)=[O:40])C=1. (5) Given the product [Cl:17][C:18]1[CH:23]=[CH:22][C:21]([S:24]([NH:2][CH:3]([CH2:8][CH3:9])[C:4]([O:6][CH3:7])=[O:5])(=[O:26])=[O:25])=[CH:20][CH:19]=1, predict the reactants needed to synthesize it. The reactants are: Cl.[NH2:2][CH:3]([CH2:8][CH3:9])[C:4]([O:6][CH3:7])=[O:5].C(N(CC)CC)C.[Cl:17][C:18]1[CH:23]=[CH:22][C:21]([S:24](Cl)(=[O:26])=[O:25])=[CH:20][CH:19]=1. (6) Given the product [F:23][C:24]1[C:29]([N:3]2[C@@H:4]3[CH2:22][CH2:21][CH2:20][CH2:19][C@H:5]3[N:6]([C:7]3[CH:14]=[CH:13][C:10]([C:11]#[N:12])=[C:9]([C:15]([F:18])([F:16])[F:17])[CH:8]=3)[C:2]2=[O:1])=[CH:28][CH:27]=[CH:26][N:25]=1, predict the reactants needed to synthesize it. The reactants are: [O:1]=[C:2]1[N:6]([C:7]2[CH:14]=[CH:13][C:10]([C:11]#[N:12])=[C:9]([C:15]([F:18])([F:17])[F:16])[CH:8]=2)[C@@H:5]2[CH2:19][CH2:20][CH2:21][CH2:22][C@H:4]2[NH:3]1.[F:23][C:24]1[C:29](I)=[CH:28][CH:27]=[CH:26][N:25]=1.